Dataset: Full USPTO retrosynthesis dataset with 1.9M reactions from patents (1976-2016). Task: Predict the reactants needed to synthesize the given product. (1) Given the product [F:1][C:2]1[CH:41]=[CH:40][C:39]([F:42])=[CH:38][C:3]=1[CH2:4][C:5]1[CH:6]=[C:7]([NH:16][C:17]2[CH:22]=[CH:21][C:20]([CH:23]3[CH2:24][CH2:25][NH:26][CH2:27][CH2:28]3)=[CH:19][C:18]=2[O:36][CH3:37])[C:8]2[C:13](=[O:14])[NH:12][N:11]=[CH:10][C:9]=2[N:15]=1.[F:43][C:44]([F:49])([F:48])[C:45]([O-:47])=[O:46], predict the reactants needed to synthesize it. The reactants are: [F:1][C:2]1[CH:41]=[CH:40][C:39]([F:42])=[CH:38][C:3]=1[CH2:4][C:5]1[CH:6]=[C:7]([NH:16][C:17]2[CH:22]=[CH:21][C:20]([CH:23]3[CH2:28][CH2:27][N:26](C(OC(C)(C)C)=O)[CH2:25][CH2:24]3)=[CH:19][C:18]=2[O:36][CH3:37])[C:8]2[C:13](=[O:14])[NH:12][N:11]=[CH:10][C:9]=2[N:15]=1.[F:43][C:44]([F:49])([F:48])[C:45]([OH:47])=[O:46]. (2) Given the product [S:50]1[CH:51]=[CH:52][CH:53]=[C:49]1[CH2:48][CH:44]([C:45]([OH:47])=[O:46])[C:43]([OH:54])=[O:42], predict the reactants needed to synthesize it. The reactants are: ClC1C=CC(CC2C(=O)OC(C)(C)OC2=O)=CC=1.BrC1C=C2C(=CC=1)N=C(Cl)C(CC1C=CC(Cl)=CC=1)=C2Cl.CC1(C)[O:46][C:45](=[O:47])[CH:44]([CH2:48][C:49]2[S:50][CH:51]=[CH:52][CH:53]=2)[C:43](=[O:54])[O:42]1. (3) Given the product [OH:4][C:5]1[C:6]([I:1])=[CH:7][C:8]2[CH2:9][C@H:10]3[NH:21][CH2:20][CH2:19][C@@:16]4([C:17]=2[CH:18]=1)[C@H:11]3[CH2:12][CH2:13][CH2:14][CH2:15]4, predict the reactants needed to synthesize it. The reactants are: [I:1]I.Br.[OH:4][C:5]1[CH:6]=[CH:7][C:8]2[CH2:9][C@H:10]3[NH:21][CH2:20][CH2:19][C@@:16]4([C:17]=2[CH:18]=1)[C@H:11]3[CH2:12][CH2:13][CH2:14][CH2:15]4.C(=O)=O. (4) Given the product [CH2:42]([N:44]1[C:48]([NH:49][C:29](=[O:31])[C:28]2[CH:32]=[C:24]([F:23])[CH:25]=[N:26][C:27]=2[O:33][C:34]2[CH:39]=[CH:38][CH:37]=[C:36]([S:40][CH3:41])[CH:35]=2)=[CH:47][CH:46]=[N:45]1)[CH3:43], predict the reactants needed to synthesize it. The reactants are: Cl.CN(C)CCCN=C=NCC.ON1C2C=CC=CC=2N=N1.[F:23][C:24]1[CH:25]=[N:26][C:27]([O:33][C:34]2[CH:39]=[CH:38][CH:37]=[C:36]([S:40][CH3:41])[CH:35]=2)=[C:28]([CH:32]=1)[C:29]([OH:31])=O.[CH2:42]([N:44]1[C:48]([NH2:49])=[CH:47][CH:46]=[N:45]1)[CH3:43]. (5) Given the product [C:1]1([C:7]([C:9]2[C:17]3[C:12](=[CH:13][N:14]=[CH:15][CH:16]=3)[NH:11][CH:10]=2)=[O:8])[CH:2]=[CH:3][CH:4]=[CH:5][CH:6]=1, predict the reactants needed to synthesize it. The reactants are: [C:1]1([CH:7]([C:9]2[C:17]3[C:12](=[CH:13][N:14]=[CH:15][CH:16]=3)[NH:11][CH:10]=2)[OH:8])[CH:6]=[CH:5][CH:4]=[CH:3][CH:2]=1. (6) Given the product [CH:1](=[C:3]1[C:9]2[CH:10]=[CH:11][C:12]([O:14][CH3:15])=[CH:13][C:8]=2[CH2:7][CH2:6][CH2:5][C:4]1([C:17]1[CH:22]=[CH:21][C:20]([O:23][CH3:24])=[CH:19][CH:18]=1)[CH3:16])[CH3:2], predict the reactants needed to synthesize it. The reactants are: [CH2:1]([C:3]1(O)[C:9]2[CH:10]=[CH:11][C:12]([O:14][CH3:15])=[CH:13][C:8]=2[CH2:7][CH2:6][CH2:5][C:4]1([C:17]1[CH:22]=[CH:21][C:20]([O:23][CH3:24])=[CH:19][CH:18]=1)[CH3:16])[CH3:2].O.C1(C)C=CC(S(O)(=O)=O)=CC=1.C([O-])(O)=O.[Na+]. (7) Given the product [Br:1][C:2]1[C:7]2[O:8][CH2:9][C:10](=[O:12])[N:11]([CH3:15])[C:6]=2[CH:5]=[CH:4][CH:3]=1, predict the reactants needed to synthesize it. The reactants are: [Br:1][C:2]1[C:7]2[O:8][CH2:9][C:10](=[O:12])[NH:11][C:6]=2[CH:5]=[CH:4][CH:3]=1.CI.[C:15](=O)([O-])[O-].[K+].[K+]. (8) Given the product [CH3:31][O:30][C:26](=[O:29])[CH:27]=[CH:28][C:48]1[CH:49]=[CH:50][C:51]2[N:42]([CH2:41][CH2:40][CH2:39][NH:38][C:37]([O:36][C:32]([CH3:33])([CH3:34])[CH3:35])=[O:64])[C:43](=[O:63])[C:44]3=[C:55]([CH3:56])[N:54]([CH:57]4[CH2:62][CH2:61][CH2:60][CH2:59][O:58]4)[N:53]=[C:45]3[C:46]=2[CH:47]=1, predict the reactants needed to synthesize it. The reactants are: C([O-])([O-])=O.[K+].[K+].C1C=CC(P(C2C=CC=CC=2)C2C=CC=CC=2)=CC=1.[C:26]([O:30][CH3:31])(=[O:29])[CH:27]=[CH2:28].[C:32]([O:36][C:37](=[O:64])[NH:38][CH2:39][CH2:40][CH2:41][N:42]1[C:51]2[CH:50]=[CH:49][C:48](I)=[CH:47][C:46]=2[C:45]2=[N:53][N:54]([CH:57]3[CH2:62][CH2:61][CH2:60][CH2:59][O:58]3)[C:55]([CH3:56])=[C:44]2[C:43]1=[O:63])([CH3:35])([CH3:34])[CH3:33]. (9) Given the product [F:15][C:10]1[CH:9]=[C:8]([C:6]2[CH:5]=[CH:4][N:3]=[C:2]([N:20]3[CH2:21][CH2:22][N:17]([CH3:16])[CH2:18][CH2:19]3)[CH:7]=2)[CH:13]=[CH:12][C:11]=1[CH3:14], predict the reactants needed to synthesize it. The reactants are: Cl[C:2]1[CH:7]=[C:6]([C:8]2[CH:13]=[CH:12][C:11]([CH3:14])=[C:10]([F:15])[CH:9]=2)[CH:5]=[CH:4][N:3]=1.[CH3:16][N:17]1[CH2:22][CH2:21][NH:20][CH2:19][CH2:18]1.